From a dataset of NCI-60 drug combinations with 297,098 pairs across 59 cell lines. Regression. Given two drug SMILES strings and cell line genomic features, predict the synergy score measuring deviation from expected non-interaction effect. (1) Drug 1: C1C(C(OC1N2C=C(C(=O)NC2=O)F)CO)O. Drug 2: CC1=C2C(C(=O)C3(C(CC4C(C3C(C(C2(C)C)(CC1OC(=O)C(C(C5=CC=CC=C5)NC(=O)C6=CC=CC=C6)O)O)OC(=O)C7=CC=CC=C7)(CO4)OC(=O)C)O)C)OC(=O)C. Cell line: CCRF-CEM. Synergy scores: CSS=54.1, Synergy_ZIP=-1.90, Synergy_Bliss=-3.03, Synergy_Loewe=-4.68, Synergy_HSA=0.784. (2) Drug 1: CC1CCC2CC(C(=CC=CC=CC(CC(C(=O)C(C(C(=CC(C(=O)CC(OC(=O)C3CCCCN3C(=O)C(=O)C1(O2)O)C(C)CC4CCC(C(C4)OC)O)C)C)O)OC)C)C)C)OC. Drug 2: C1C(C(OC1N2C=NC3=C2NC=NCC3O)CO)O. Cell line: TK-10. Synergy scores: CSS=12.5, Synergy_ZIP=-5.06, Synergy_Bliss=4.65, Synergy_Loewe=-16.4, Synergy_HSA=3.05. (3) Drug 1: C1CCC(C1)C(CC#N)N2C=C(C=N2)C3=C4C=CNC4=NC=N3. Drug 2: C1=CC(=CC=C1CC(C(=O)O)N)N(CCCl)CCCl.Cl. Cell line: OVCAR-5. Synergy scores: CSS=-3.24, Synergy_ZIP=2.06, Synergy_Bliss=1.96, Synergy_Loewe=-6.50, Synergy_HSA=-3.74. (4) Drug 1: C1=CC(=CC=C1C#N)C(C2=CC=C(C=C2)C#N)N3C=NC=N3. Drug 2: C(CN)CNCCSP(=O)(O)O. Cell line: K-562. Synergy scores: CSS=-2.80, Synergy_ZIP=9.14, Synergy_Bliss=18.6, Synergy_Loewe=-2.37, Synergy_HSA=4.39. (5) Drug 1: C1=CC=C(C(=C1)C(C2=CC=C(C=C2)Cl)C(Cl)Cl)Cl. Drug 2: CN(C(=O)NC(C=O)C(C(C(CO)O)O)O)N=O. Cell line: OVCAR3. Synergy scores: CSS=-7.89, Synergy_ZIP=2.38, Synergy_Bliss=-6.09, Synergy_Loewe=-3.22, Synergy_HSA=-11.4. (6) Drug 1: C1=CC=C(C=C1)NC(=O)CCCCCCC(=O)NO. Drug 2: CN(CCCl)CCCl.Cl. Cell line: NCI-H322M. Synergy scores: CSS=-0.830, Synergy_ZIP=4.03, Synergy_Bliss=7.38, Synergy_Loewe=-2.53, Synergy_HSA=-0.466. (7) Drug 1: CC(C)(C#N)C1=CC(=CC(=C1)CN2C=NC=N2)C(C)(C)C#N. Drug 2: C1=NNC2=C1C(=O)NC=N2. Cell line: OVCAR-4. Synergy scores: CSS=2.49, Synergy_ZIP=-0.701, Synergy_Bliss=2.12, Synergy_Loewe=-1.36, Synergy_HSA=-0.0502. (8) Drug 1: CN1C2=C(C=C(C=C2)N(CCCl)CCCl)N=C1CCCC(=O)O.Cl. Drug 2: COC1=NC(=NC2=C1N=CN2C3C(C(C(O3)CO)O)O)N. Cell line: NCI-H522. Synergy scores: CSS=0.994, Synergy_ZIP=-1.35, Synergy_Bliss=-2.83, Synergy_Loewe=-1.02, Synergy_HSA=-2.74. (9) Drug 1: C1CN1P(=S)(N2CC2)N3CC3. Drug 2: C1=CC=C(C(=C1)C(C2=CC=C(C=C2)Cl)C(Cl)Cl)Cl. Cell line: OVCAR3. Synergy scores: CSS=5.78, Synergy_ZIP=-2.94, Synergy_Bliss=-1.84, Synergy_Loewe=-1.23, Synergy_HSA=-0.488.